This data is from Forward reaction prediction with 1.9M reactions from USPTO patents (1976-2016). The task is: Predict the product of the given reaction. (1) Given the reactants [C:1]([CH2:3][C:4]([OH:6])=O)#[N:2].C([Li])CCC.[CH3:12][C:13]1[O:17][N:16]=[C:15]([C:18]2[CH:23]=[CH:22][CH:21]=[CH:20][CH:19]=2)[C:14]=1C(Cl)=O, predict the reaction product. The product is: [CH3:12][C:13]1[O:17][N:16]=[C:15]([C:18]2[CH:19]=[CH:20][CH:21]=[CH:22][CH:23]=2)[C:14]=1[C:4](=[O:6])[CH2:3][C:1]#[N:2]. (2) Given the reactants Cl.[NH2:2][C:3]1[C:4]([Cl:11])=[C:5]([OH:10])[C:6]([CH3:9])=[CH:7][CH:8]=1.Cl.[NH2:13][C:14]1[CH:19]=[CH:18][C:17]([N:20]([CH2:24][CH3:25])[CH2:21][CH2:22][OH:23])=[CH:16][CH:15]=1.[OH-].[NH4+].OO, predict the reaction product. The product is: [NH2:2][C:3]1[C:8](=[N:13][C:14]2[CH:15]=[CH:16][C:17]([N:20]([CH2:24][CH3:25])[CH2:21][CH2:22][OH:23])=[CH:18][CH:19]=2)[CH:7]=[C:6]([CH3:9])[C:5](=[O:10])[C:4]=1[Cl:11]. (3) Given the reactants [Br:1][C:2]1[CH:3]=[C:4]([C:15]#[N:16])[N:5]([NH:7]C(=O)OC(C)(C)C)[CH:6]=1.O1CCOCC1.[ClH:23].O1CCOCC1.CCCCCC, predict the reaction product. The product is: [ClH:23].[NH2:7][N:5]1[CH:6]=[C:2]([Br:1])[CH:3]=[C:4]1[C:15]#[N:16]. (4) Given the reactants [CH:1]([CH:3]=O)=[O:2].[CH:5]1([NH:10][N:11]=[CH:12][C:13](=[O:15])[CH3:14])[CH2:9][CH2:8][CH2:7][CH2:6]1, predict the reaction product. The product is: [OH:15][C:13]1[C:12]([C:1](=[O:2])[CH3:3])=[N:11][N:10]([CH:5]2[CH2:6][CH2:7][CH2:8][CH2:9]2)[CH:14]=1. (5) Given the reactants [C:1]1([CH2:7][CH2:8][CH:9]=[O:10])[CH:6]=[CH:5][CH:4]=[CH:3][CH:2]=1.[CH2:11]([Mg]Br)[CH2:12][C:13]1[CH:18]=[CH:17][CH:16]=[CH:15][CH:14]=1.[Cl-].[NH4+], predict the reaction product. The product is: [C:1]1([CH2:7][CH2:8][CH:9]([OH:10])[CH2:11][CH2:12][C:13]2[CH:18]=[CH:17][CH:16]=[CH:15][CH:14]=2)[CH:6]=[CH:5][CH:4]=[CH:3][CH:2]=1. (6) Given the reactants C[O:2][C:3](=O)[CH2:4][CH2:5][CH2:6][C:7]([C:9]1[CH:14]=[CH:13][C:12]([Br:15])=[CH:11][CH:10]=1)=[O:8].[H-].[H-].[H-].[H-].[Li+].[Al+3], predict the reaction product. The product is: [Br:15][C:12]1[CH:11]=[CH:10][C:9]([CH:7]([OH:8])[CH2:6][CH2:5][CH2:4][CH2:3][OH:2])=[CH:14][CH:13]=1.